From a dataset of NCI-60 drug combinations with 297,098 pairs across 59 cell lines. Regression. Given two drug SMILES strings and cell line genomic features, predict the synergy score measuring deviation from expected non-interaction effect. (1) Drug 1: C1=C(C(=O)NC(=O)N1)F. Drug 2: C1C(C(OC1N2C=NC3=C(N=C(N=C32)Cl)N)CO)O. Cell line: IGROV1. Synergy scores: CSS=43.5, Synergy_ZIP=16.5, Synergy_Bliss=16.4, Synergy_Loewe=15.9, Synergy_HSA=16.0. (2) Drug 1: C1CCN(CC1)CCOC2=CC=C(C=C2)C(=O)C3=C(SC4=C3C=CC(=C4)O)C5=CC=C(C=C5)O. Drug 2: CCC1=C2CN3C(=CC4=C(C3=O)COC(=O)C4(CC)O)C2=NC5=C1C=C(C=C5)O. Cell line: OVCAR-4. Synergy scores: CSS=1.02, Synergy_ZIP=1.40, Synergy_Bliss=-1.34, Synergy_Loewe=-11.8, Synergy_HSA=-5.49. (3) Drug 1: CC1=CC=C(C=C1)C2=CC(=NN2C3=CC=C(C=C3)S(=O)(=O)N)C(F)(F)F. Drug 2: CC1=C2C(C(=O)C3(C(CC4C(C3C(C(C2(C)C)(CC1OC(=O)C(C(C5=CC=CC=C5)NC(=O)OC(C)(C)C)O)O)OC(=O)C6=CC=CC=C6)(CO4)OC(=O)C)O)C)O. Cell line: KM12. Synergy scores: CSS=8.60, Synergy_ZIP=13.7, Synergy_Bliss=17.4, Synergy_Loewe=10.8, Synergy_HSA=13.6.